Predict which catalyst facilitates the given reaction. From a dataset of Catalyst prediction with 721,799 reactions and 888 catalyst types from USPTO. (1) Reactant: CC1C=CC(S(O[CH2:12][CH:13]2[O:18][C:17]3[CH:19]=[C:20]([O:23][S:24]([CH3:27])(=[O:26])=[O:25])[CH:21]=[CH:22][C:16]=3[O:15][CH2:14]2)(=O)=O)=CC=1.[CH3:28][NH:29][CH2:30][CH3:31]. Product: [CH3:27][S:24]([O:23][C:20]1[CH:21]=[CH:22][C:16]2[O:15][CH2:14][CH:13]([CH2:12][N:29]([CH2:30][CH3:31])[CH3:28])[O:18][C:17]=2[CH:19]=1)(=[O:25])=[O:26]. The catalyst class is: 10. (2) Reactant: FC(F)(F)C(O)=O.[NH2:8][CH2:9][CH2:10][C:11]1[CH:16]=[CH:15][C:14]([C:17]2[S:21](=[O:23])(=[O:22])[NH:20][C:19](=[O:24])[CH:18]=2)=[CH:13][CH:12]=1.C(N(CC)CC)C.[C:32](Cl)(=[O:39])[C:33]1[CH:38]=[CH:37][CH:36]=[CH:35][CH:34]=1.CN(C=O)C. Product: [O:22]=[S:21]1(=[O:23])[C:17]([C:14]2[CH:15]=[CH:16][C:11]([CH2:10][CH2:9][NH:8][C:32](=[O:39])[C:33]3[CH:38]=[CH:37][CH:36]=[CH:35][CH:34]=3)=[CH:12][CH:13]=2)=[CH:18][C:19](=[O:24])[NH:20]1. The catalyst class is: 2. (3) Reactant: C(OC([NH:8][C@@H:9]([CH2:13][C:14]1[CH:19]=[CH:18][C:17]([C:20]2[CH:25]=[CH:24][CH:23]=[C:22]([Cl:26])[CH:21]=2)=[CH:16][CH:15]=1)[C:10]([OH:12])=[O:11])=O)(C)(C)C.[CH2:27](Br)[C:28]1[CH:33]=[CH:32][CH:31]=[CH:30][CH:29]=1.C([O-])(O)=O.[Na+]. Product: [CH2:27]([O:12][C:10](=[O:11])[C@@H:9]([NH2:8])[CH2:13][C:14]1[CH:15]=[CH:16][C:17]([C:20]2[CH:25]=[CH:24][CH:23]=[C:22]([Cl:26])[CH:21]=2)=[CH:18][CH:19]=1)[C:28]1[CH:33]=[CH:32][CH:31]=[CH:30][CH:29]=1. The catalyst class is: 31. (4) Reactant: [NH2:1][C@@H:2]([CH2:33][C:34]1[CH:39]=[CH:38][CH:37]=[CH:36][CH:35]=1)[C@@H:3]([OH:32])[CH2:4][C@@H:5]([NH:19][C:20]([C@@H:22]([NH:27][C:28](=[O:31])[O:29][CH3:30])[C:23]([CH3:26])([CH3:25])[CH3:24])=[O:21])[CH2:6][C:7]1[CH:12]=[CH:11][C:10]([C:13]2[CH:18]=[CH:17][CH:16]=[CH:15][N:14]=2)=[CH:9][CH:8]=1.[OH:40][C@@H:41]([C:45]([CH3:51])([S:47]([CH3:50])(=[O:49])=[O:48])[CH3:46])[C:42](O)=[O:43].CCOP(ON1N=NC2C=CC=CC=2C1=O)(OCC)=O.C(N(CC)C(C)C)(C)C. Product: [OH:32][C@H:3]([C@@H:2]([NH:1][C:42](=[O:43])[C@@H:41]([OH:40])[C:45]([CH3:51])([S:47]([CH3:50])(=[O:49])=[O:48])[CH3:46])[CH2:33][C:34]1[CH:35]=[CH:36][CH:37]=[CH:38][CH:39]=1)[CH2:4][C@@H:5]([NH:19][C:20]([C@@H:22]([NH:27][C:28](=[O:31])[O:29][CH3:30])[C:23]([CH3:26])([CH3:25])[CH3:24])=[O:21])[CH2:6][C:7]1[CH:12]=[CH:11][C:10]([C:13]2[CH:18]=[CH:17][CH:16]=[CH:15][N:14]=2)=[CH:9][CH:8]=1. The catalyst class is: 7. (5) Reactant: C[O-].[Na+].[C:4]([C:7]1[CH:8]=[CH:9][C:10]([NH:13][C:14](=[O:19])[C:15]([CH3:18])([CH3:17])[CH3:16])=[N:11][CH:12]=1)(=[NH:6])[NH2:5].C[C:21](C)([C:25]([O-])=[O:26])[C:22]([O-])=[O:23].Cl. Product: [OH:26][C:25]1[N:6]=[C:4]([C:7]2[CH:8]=[CH:9][C:10]([NH:13][C:14](=[O:19])[C:15]([CH3:16])([CH3:18])[CH3:17])=[N:11][CH:12]=2)[NH:5][C:22](=[O:23])[CH:21]=1. The catalyst class is: 24. (6) Reactant: [CH3:1][C:2]1([CH3:13])[NH:7][C:6](=[O:8])[C:5]2[CH:9]=[CH:10][CH:11]=[CH:12][C:4]=2[O:3]1.C(=O)([O-])[O-].[K+].[K+].[CH2:20]([O:22][CH:23]([CH2:29][C:30]1[CH:35]=[CH:34][C:33]([O:36][CH2:37][CH2:38]Br)=[CH:32][CH:31]=1)[C:24]([O:26][CH2:27][CH3:28])=[O:25])[CH3:21]. Product: [CH2:20]([O:22][CH:23]([CH2:29][C:30]1[CH:31]=[CH:32][C:33]([O:36][CH2:37][CH2:38][N:7]2[C:6](=[O:8])[C:5]3[CH:9]=[CH:10][CH:11]=[CH:12][C:4]=3[O:3][C:2]2([CH3:13])[CH3:1])=[CH:34][CH:35]=1)[C:24]([O:26][CH2:27][CH3:28])=[O:25])[CH3:21]. The catalyst class is: 18. (7) Reactant: CCN(C(C)C)C(C)C.C1C=CC2N(O)N=NC=2C=1.CCN=C=NCCCN(C)C.[N:31]1[CH:36]=[CH:35][CH:34]=[CH:33][C:32]=1[C:37]1[NH:41][N:40]=[C:39]([C:42]([OH:44])=O)[CH:38]=1.N1C=CC=CC=1C(=O)C.Cl.[NH2:55][CH2:56][C:57]([N:59]1[CH2:64][CH2:63][N:62]([C:65](=[O:77])[C:66]2[CH:71]=[C:70]([F:72])[CH:69]=[CH:68][C:67]=2[C:73]([F:76])([F:75])[F:74])[CH2:61][CH2:60]1)=[O:58].FC1C=CC(C(F)(F)F)=C(C=1)C(O)=O. Product: [F:72][C:70]1[CH:69]=[CH:68][C:67]([C:73]([F:75])([F:74])[F:76])=[C:66]([CH:71]=1)[C:65]([N:62]1[CH2:63][CH2:64][N:59]([C:57](=[O:58])[CH2:56][NH:55][C:42]([C:39]2[CH:38]=[C:37]([C:32]3[CH:33]=[CH:34][CH:35]=[CH:36][N:31]=3)[NH:41][N:40]=2)=[O:44])[CH2:60][CH2:61]1)=[O:77]. The catalyst class is: 18.